Predict the product of the given reaction. From a dataset of Forward reaction prediction with 1.9M reactions from USPTO patents (1976-2016). (1) Given the reactants Cl.[CH3:2][O:3][C:4](=[O:14])[C:5]([CH3:13])([CH:7]1[CH2:12][CH2:11][CH2:10][NH:9][CH2:8]1)[CH3:6].[CH:15](O)=O.C=O, predict the reaction product. The product is: [CH3:2][O:3][C:4](=[O:14])[C:5]([CH3:6])([CH:7]1[CH2:12][CH2:11][CH2:10][N:9]([CH3:15])[CH2:8]1)[CH3:13]. (2) Given the reactants [C:1]1([C:7]2[O:11][N:10]=[C:9]([CH:12]=[C:13]3[CH2:18][CH2:17][NH:16][CH2:15][CH2:14]3)[N:8]=2)[CH:6]=[CH:5][CH:4]=[CH:3][CH:2]=1.Br[C:20]1[S:21][CH:22]=[CH:23][C:24]=1[C:25]#[N:26].C([O-])([O-])=O.[Cs+].[Cs+].C1C=CC(P(C2C(C3C(P(C4C=CC=CC=4)C4C=CC=CC=4)=CC=C4C=3C=CC=C4)=C3C(C=CC=C3)=CC=2)C2C=CC=CC=2)=CC=1, predict the reaction product. The product is: [C:25]([C:24]1[CH:23]=[CH:22][S:21][C:20]=1[N:16]1[CH2:17][CH2:18][C:13](=[CH:12][C:9]2[N:8]=[C:7]([C:1]3[CH:2]=[CH:3][CH:4]=[CH:5][CH:6]=3)[O:11][N:10]=2)[CH2:14][CH2:15]1)#[N:26]. (3) Given the reactants Br[C:2]1[CH:3]=[N:4][C:5]([Cl:8])=[N:6][CH:7]=1.[CH:9]1(B(O)O)[CH2:11][CH2:10]1.[O-]P([O-])([O-])=O.[K+].[K+].[K+].C1(P(C2CCCCC2)C2CCCCC2)CCCCC1, predict the reaction product. The product is: [Cl:8][C:5]1[N:4]=[CH:3][C:2]([CH:9]2[CH2:11][CH2:10]2)=[CH:7][N:6]=1.